This data is from Forward reaction prediction with 1.9M reactions from USPTO patents (1976-2016). The task is: Predict the product of the given reaction. (1) Given the reactants [CH3:1][O:2][C:3]1[CH:4]=[C:5]2[C:9](=[CH:10][CH:11]=1)[NH:8][N:7]=[C:6]2[C:12]([OH:14])=O.[CH3:15][NH:16][O:17][CH3:18].N1C=CC=CC=1.CCN=C=NCCCN(C)C.Cl, predict the reaction product. The product is: [CH3:18][O:17][N:16]([CH3:15])[C:12]([C:6]1[C:5]2[C:9](=[CH:10][CH:11]=[C:3]([O:2][CH3:1])[CH:4]=2)[NH:8][N:7]=1)=[O:14]. (2) Given the reactants [CH3:1][O:2][C:3]1[CH:8]=CC(N)=C[CH:4]=1.C[CH2:11][N:12]([CH:16](C)C)[CH:13]([CH3:15])[CH3:14].CSC, predict the reaction product. The product is: [CH3:16][N:12]([CH3:11])[C:13]1[CH:14]=[CH:8][C:3]([O:2][CH3:1])=[CH:4][CH:15]=1. (3) Given the reactants C[O:2][C:3](=[O:38])[C:4]1[CH:9]=[CH:8][CH:7]=[C:6]([S:10][CH:11]([C:13]2[CH:18]=[CH:17][C:16]([O:19][CH2:20][C:21]3[N:22]([C:29]4[C:34]([Cl:35])=[CH:33][CH:32]=[CH:31][C:30]=4[Cl:36])[N:23]=[N:24][C:25]=3[CH:26]([CH3:28])[CH3:27])=[CH:15][C:14]=2[CH3:37])[CH3:12])[CH:5]=1.[OH-].[Li+], predict the reaction product. The product is: [Cl:36][C:30]1[CH:31]=[CH:32][CH:33]=[C:34]([Cl:35])[C:29]=1[N:22]1[C:21]([CH2:20][O:19][C:16]2[CH:17]=[CH:18][C:13]([CH:11]([S:10][C:6]3[CH:5]=[C:4]([CH:9]=[CH:8][CH:7]=3)[C:3]([OH:38])=[O:2])[CH3:12])=[C:14]([CH3:37])[CH:15]=2)=[C:25]([CH:26]([CH3:28])[CH3:27])[N:24]=[N:23]1.